Task: Regression. Given a peptide amino acid sequence and an MHC pseudo amino acid sequence, predict their binding affinity value. This is MHC class II binding data.. Dataset: Peptide-MHC class II binding affinity with 134,281 pairs from IEDB (1) The peptide sequence is KLMNSPEFHLVFGNC. The MHC is HLA-DQA10501-DQB10301 with pseudo-sequence HLA-DQA10501-DQB10301. The binding affinity (normalized) is 0.268. (2) The MHC is HLA-DQA10501-DQB10301 with pseudo-sequence HLA-DQA10501-DQB10301. The peptide sequence is ARARRAAIAAAGASR. The binding affinity (normalized) is 0.550. (3) The binding affinity (normalized) is 0.311. The peptide sequence is ALAQSRYWQIGSMYQGL. The MHC is DRB1_1501 with pseudo-sequence DRB1_1501. (4) The peptide sequence is LVGPFNFRFMSKGGM. The MHC is DRB1_1501 with pseudo-sequence DRB1_1501. The binding affinity (normalized) is 0.415. (5) The binding affinity (normalized) is 0.944. The MHC is DRB1_0701 with pseudo-sequence DRB1_0701. The peptide sequence is REALAQTHSAIAVII. (6) The peptide sequence is DKGIPFMKMNISVIMHHHHHH. The MHC is DRB1_0801 with pseudo-sequence DRB1_0801. The binding affinity (normalized) is 0.447.